Task: Predict which catalyst facilitates the given reaction.. Dataset: Catalyst prediction with 721,799 reactions and 888 catalyst types from USPTO (1) Reactant: [CH:1]([C:3]1[CH:19]=[CH:18][C:6]([O:7][C:8]([CH3:17])([CH3:16])[C:9]([O:11][C:12]([CH3:15])([CH3:14])[CH3:13])=[O:10])=[CH:5][CH:4]=1)=O.[NH2:20][CH:21]([CH2:25][CH3:26])[C:22]([O-:24])=[O:23].[CH2:27](N(CC)CC)C.C(O[BH-](OC(=O)C)OC(=O)C)(=O)C.[Na+]. Product: [C:12]([O:11][C:9](=[O:10])[C:8]([CH3:17])([CH3:16])[O:7][C:6]1[CH:18]=[CH:19][C:3]([CH2:1][NH:20][CH:21]([CH2:25][CH3:26])[C:22]([O:24][CH3:27])=[O:23])=[CH:4][CH:5]=1)([CH3:15])([CH3:14])[CH3:13]. The catalyst class is: 68. (2) Reactant: [CH3:1][O:2][C:3]1[CH:11]=[CH:10][C:9]([C:12]([CH3:15])([CH3:14])[CH3:13])=[CH:8][C:4]=1[C:5]([OH:7])=[O:6].[N+:16]([O-])([OH:18])=[O:17]. Product: [C:12]([C:9]1[CH:10]=[C:11]([N+:16]([O-:18])=[O:17])[C:3]([O:2][CH3:1])=[C:4]([CH:8]=1)[C:5]([OH:7])=[O:6])([CH3:15])([CH3:14])[CH3:13]. The catalyst class is: 82. (3) Reactant: C(N1CCC(O[C:11]2[CH:12]=[C:13]([CH:17]=[CH:18][CH:19]=2)[C:14]([OH:16])=[O:15])CC1)(C)C.CN([C:23]([O:27][N:28]1[N:36]=[N:35][C:30]2[CH:31]=[CH:32][CH:33]=[CH:34][C:29]1=2)=[N+](C)C)C.[B-](F)(F)(F)F.C1C=CC2N(O)N=NC=2C=1.[CH3:52][CH2:53][N:54]([CH:58](C)[CH3:59])[CH:55]([CH3:57])[CH3:56]. Product: [C:14]([O:16][N:35]1[C:30]2[CH:31]=[CH:32][CH:33]=[CH:34][C:29]=2[N:28]([O:27][CH:23]2[CH2:59][CH2:58][N:54]([CH:55]([CH3:57])[CH3:56])[CH2:53][CH2:52]2)[NH:36]1)(=[O:15])[C:13]1[CH:17]=[CH:18][CH:19]=[CH:11][CH:12]=1. The catalyst class is: 2. (4) Reactant: [OH:1][C:2]1[CH:9]=[CH:8][C:5]([CH2:6][NH2:7])=[CH:4][CH:3]=1.[N+:10]([C:13]1[CH:21]=[CH:20][C:16]([C:17](Cl)=[O:18])=[CH:15][CH:14]=1)([O-:12])=[O:11].C(O)(=O)C.CO. Product: [OH:1][C:2]1[CH:9]=[CH:8][C:5]([CH2:6][NH:7][C:17](=[O:18])[C:16]2[CH:15]=[CH:14][C:13]([N+:10]([O-:12])=[O:11])=[CH:21][CH:20]=2)=[CH:4][CH:3]=1. The catalyst class is: 2.